Dataset: NCI-60 drug combinations with 297,098 pairs across 59 cell lines. Task: Regression. Given two drug SMILES strings and cell line genomic features, predict the synergy score measuring deviation from expected non-interaction effect. (1) Drug 1: CC1=CC2C(CCC3(C2CCC3(C(=O)C)OC(=O)C)C)C4(C1=CC(=O)CC4)C. Drug 2: CCN(CC)CCCC(C)NC1=C2C=C(C=CC2=NC3=C1C=CC(=C3)Cl)OC. Cell line: HCT-15. Synergy scores: CSS=26.7, Synergy_ZIP=10.6, Synergy_Bliss=10.3, Synergy_Loewe=-16.1, Synergy_HSA=8.79. (2) Drug 1: C1=CC=C(C(=C1)C(C2=CC=C(C=C2)Cl)C(Cl)Cl)Cl. Drug 2: C1CN(P(=O)(OC1)NCCCl)CCCl. Cell line: COLO 205. Synergy scores: CSS=3.81, Synergy_ZIP=-2.77, Synergy_Bliss=-3.31, Synergy_Loewe=-0.388, Synergy_HSA=-0.815. (3) Drug 1: C(CCl)NC(=O)N(CCCl)N=O. Drug 2: CC1C(C(CC(O1)OC2CC(CC3=C2C(=C4C(=C3O)C(=O)C5=CC=CC=C5C4=O)O)(C(=O)C)O)N)O. Cell line: CAKI-1. Synergy scores: CSS=41.0, Synergy_ZIP=-1.41, Synergy_Bliss=-1.35, Synergy_Loewe=0.238, Synergy_HSA=1.46. (4) Drug 1: C1CNP(=O)(OC1)N(CCCl)CCCl. Drug 2: CN1C(=O)N2C=NC(=C2N=N1)C(=O)N. Cell line: NCI-H460. Synergy scores: CSS=30.0, Synergy_ZIP=1.22, Synergy_Bliss=3.54, Synergy_Loewe=5.34, Synergy_HSA=4.46. (5) Drug 1: CC(CN1CC(=O)NC(=O)C1)N2CC(=O)NC(=O)C2. Drug 2: CC(C1=C(C=CC(=C1Cl)F)Cl)OC2=C(N=CC(=C2)C3=CN(N=C3)C4CCNCC4)N. Cell line: OVCAR3. Synergy scores: CSS=6.52, Synergy_ZIP=-3.52, Synergy_Bliss=-1.94, Synergy_Loewe=-4.54, Synergy_HSA=-4.46. (6) Drug 1: C1=CC(=CC=C1CC(C(=O)O)N)N(CCCl)CCCl.Cl. Drug 2: CC(C)CN1C=NC2=C1C3=CC=CC=C3N=C2N. Cell line: UO-31. Synergy scores: CSS=3.52, Synergy_ZIP=-1.68, Synergy_Bliss=-2.35, Synergy_Loewe=-2.80, Synergy_HSA=-2.90. (7) Drug 1: CC1OCC2C(O1)C(C(C(O2)OC3C4COC(=O)C4C(C5=CC6=C(C=C35)OCO6)C7=CC(=C(C(=C7)OC)O)OC)O)O. Drug 2: CC1CCCC2(C(O2)CC(NC(=O)CC(C(C(=O)C(C1O)C)(C)C)O)C(=CC3=CSC(=N3)C)C)C. Cell line: MDA-MB-435. Synergy scores: CSS=8.54, Synergy_ZIP=-2.99, Synergy_Bliss=0.569, Synergy_Loewe=-9.93, Synergy_HSA=-2.73.